Predict the product of the given reaction. From a dataset of Forward reaction prediction with 1.9M reactions from USPTO patents (1976-2016). (1) Given the reactants Cl.[NH2:2][CH:3]1[CH2:12][C:11]2[C:6](=[CH:7][CH:8]=[CH:9][CH:10]=2)[NH:5][C:4]1=[O:13].C(=O)(O)[O-].[Na+].[C:19](O[C:19]([O:21][C:22]([CH3:25])([CH3:24])[CH3:23])=[O:20])([O:21][C:22]([CH3:25])([CH3:24])[CH3:23])=[O:20], predict the reaction product. The product is: [C:22]([O:21][C:19]([NH:2][CH:3]1[CH2:12][C:11]2[C:6](=[CH:7][CH:8]=[CH:9][CH:10]=2)[NH:5][C:4]1=[O:13])=[O:20])([CH3:25])([CH3:24])[CH3:23]. (2) Given the reactants [F:1][C:2]([F:11])([F:10])[C:3]1[CH:8]=[CH:7][C:6](Br)=[CH:5][CH:4]=1.[OH:12][CH:13]1[CH2:17][CH2:16][NH:15][CH2:14]1, predict the reaction product. The product is: [F:1][C:2]([F:11])([F:10])[C:3]1[CH:8]=[CH:7][C:6]([N:15]2[CH2:16][CH2:17][CH:13]([OH:12])[CH2:14]2)=[CH:5][CH:4]=1.